This data is from Catalyst prediction with 721,799 reactions and 888 catalyst types from USPTO. The task is: Predict which catalyst facilitates the given reaction. (1) Reactant: [CH2:1]([O:3][CH2:4][C:5]1[N:6]([CH2:18][CH2:19][CH2:20][C:21]([NH2:23])=[O:22])[C:7]2[C:16]3[CH:15]=[CH:14][CH:13]=[CH:12][C:11]=3[N:10]=[CH:9][C:8]=2[N:17]=1)[CH3:2].C1C=C(Cl)C=C(C(OO)=O)C=1.[OH-].[NH4+:36].C1(C)C=CC(S(Cl)(=O)=O)=CC=1. Product: [NH2:36][C:9]1[C:8]2[N:17]=[C:5]([CH2:4][O:3][CH2:1][CH3:2])[N:6]([CH2:18][CH2:19][CH2:20][C:21]([NH2:23])=[O:22])[C:7]=2[C:16]2[CH:15]=[CH:14][CH:13]=[CH:12][C:11]=2[N:10]=1. The catalyst class is: 4. (2) Product: [F:32][C:33]([F:46])([F:45])[S:34]([O:24][C:8]1[C:7]([C:1]2[CH:2]=[CH:3][CH:4]=[CH:5][CH:6]=2)=[C:11]2[N:12]=[C:13]([C:20]([F:23])([F:22])[F:21])[CH:14]=[C:15]([C:16]([F:17])([F:18])[F:19])[N:10]2[N:9]=1)(=[O:36])=[O:35]. Reactant: [C:1]1([C:7]2[C:8]([OH:24])=[N:9][N:10]3[C:15]([C:16]([F:19])([F:18])[F:17])=[CH:14][C:13]([C:20]([F:23])([F:22])[F:21])=[N:12][C:11]=23)[CH:6]=[CH:5][CH:4]=[CH:3][CH:2]=1.C(N(CC)CC)C.[F:32][C:33]([F:46])([F:45])[S:34](O[S:34]([C:33]([F:46])([F:45])[F:32])(=[O:36])=[O:35])(=[O:36])=[O:35].O. The catalyst class is: 2. (3) Reactant: [CH2:1]([NH2:3])[CH3:2].[Br:4][C:5]1[CH:10]=[C:9](Br)[C:8]([N+:12]([O-:14])=[O:13])=[CH:7][N:6]=1.CCN(CC)CC. Product: [Br:4][C:5]1[CH:10]=[C:9]([NH:3][CH2:1][CH3:2])[C:8]([N+:12]([O-:14])=[O:13])=[CH:7][N:6]=1. The catalyst class is: 1. (4) Reactant: [F:1][C:2]1[CH:42]=[C:41]([N+:43]([O-])=O)[CH:40]=[CH:39][C:3]=1[O:4][C:5]1[CH:10]=[CH:9][N:8]=[C:7]2[CH:11]=[C:12]([C:14]3[CH:38]=[CH:37][C:17]([CH2:18][N:19]([CH2:27][CH2:28][O:29][CH2:30][CH2:31][O:32][CH2:33][CH2:34][O:35][CH3:36])[C:20](=[O:26])[O:21][C:22]([CH3:25])([CH3:24])[CH3:23])=[CH:16][CH:15]=3)[S:13][C:6]=12.[Cl-].[NH4+]. Product: [NH2:43][C:41]1[CH:40]=[CH:39][C:3]([O:4][C:5]2[CH:10]=[CH:9][N:8]=[C:7]3[CH:11]=[C:12]([C:14]4[CH:38]=[CH:37][C:17]([CH2:18][N:19]([CH2:27][CH2:28][O:29][CH2:30][CH2:31][O:32][CH2:33][CH2:34][O:35][CH3:36])[C:20](=[O:26])[O:21][C:22]([CH3:25])([CH3:23])[CH3:24])=[CH:16][CH:15]=4)[S:13][C:6]=23)=[C:2]([F:1])[CH:42]=1. The catalyst class is: 406. (5) Reactant: C([O:3][C:4](=[O:26])[CH2:5][CH:6]1[O:10][B:9]([OH:11])[C:8]2[CH:12]=[C:13]([O:17][C:18]3[C:23]([CH2:24][NH2:25])=[N:22][CH:21]=[CH:20][N:19]=3)[CH:14]=[C:15]([CH3:16])[C:7]1=2)C.[Li+].[OH-].Cl. Product: [NH2:25][CH2:24][C:23]1[C:18]([O:17][C:13]2[CH:14]=[C:15]([CH3:16])[C:7]3[CH:6]([CH2:5][C:4]([OH:26])=[O:3])[O:10][B:9]([OH:11])[C:8]=3[CH:12]=2)=[N:19][CH:20]=[CH:21][N:22]=1. The catalyst class is: 20. (6) Reactant: [C:1]([O:5][C:6]([N:8]1[CH2:13][CH2:12][CH:11](C(=O)CC(OCC)=O)[CH2:10][CH2:9]1)=[O:7])([CH3:4])([CH3:3])[CH3:2].[H-].[Na+].Br.BrCC(C1C=CN=CC=1)=O.C([O-])(=O)C.[NH4+]. Product: [C:1]([O:5][C:6]([N:8]1[CH2:13][CH2:12][CH2:11][CH2:10][CH2:9]1)=[O:7])([CH3:4])([CH3:2])[CH3:3]. The catalyst class is: 1. (7) Reactant: [CH3:1][O:2][CH2:3][C:4]([NH:6][C:7]1[CH:8]=[C:9]([CH:12]=[CH:13][CH:14]=1)[CH:10]=O)=[O:5].[C:15]([C:18]1[C:19](=[O:30])[N:20]([CH3:29])[C:21]2[C:26]([C:27]=1[OH:28])=[CH:25][CH:24]=[CH:23][N:22]=2)(=[O:17])[CH3:16].N1CCCCC1. Product: [OH:28][C:27]1[C:26]2[C:21](=[N:22][CH:23]=[CH:24][CH:25]=2)[N:20]([CH3:29])[C:19](=[O:30])[C:18]=1[C:15](=[O:17])[CH:16]=[CH:10][C:9]1[CH:12]=[CH:13][CH:14]=[C:7]([NH:6][C:4](=[O:5])[CH2:3][O:2][CH3:1])[CH:8]=1. The catalyst class is: 8. (8) Reactant: [C:1]([N:5]1[C:9]([C:10]2[CH:15]=[CH:14][C:13]([F:16])=[CH:12][CH:11]=2)=[C:8]([C:17]2[S:18][CH:19]=[C:20]([CH2:22][C:23](O)=[O:24])[N:21]=2)[CH:7]=[N:6]1)([CH3:4])([CH3:3])[CH3:2].[OH-:26].[Na+].[CH2:28]([OH:30])[CH3:29]. Product: [C:1]([N:5]1[C:9]([C:10]2[CH:15]=[CH:14][C:13]([F:16])=[CH:12][CH:11]=2)=[C:8]([C:17]2[S:18][CH:19]=[C:20]([CH2:22][C:23]([N:5]3[CH2:9][CH2:8][CH:29]([C:28]([OH:26])=[O:30])[CH2:2][CH2:1]3)=[O:24])[N:21]=2)[CH:7]=[N:6]1)([CH3:2])([CH3:3])[CH3:4]. The catalyst class is: 1. (9) Reactant: [C:1]1([CH3:9])[CH:6]=[CH:5][C:4]([C:7]#[N:8])=[CH:3][CH:2]=1.[N-:10]=[N+:11]=[N-:12].[Na+].Cl. Product: [CH3:9][C:1]1[CH:6]=[CH:5][C:4]([C:7]2[NH:12][N:11]=[N:10][N:8]=2)=[CH:3][CH:2]=1. The catalyst class is: 3. (10) Reactant: C([O:4][C:5](=[O:19])[CH:6]([OH:18])[CH:7]([CH2:14][CH:15]([CH3:17])[CH3:16])[C:8]([O:10]C(C)C)=[O:9])(C)C.[OH-].[Na+].O1CCOCC1.[OH-].[K+]. Product: [OH:18][C@H:6]([CH:7]([CH2:14][CH:15]([CH3:17])[CH3:16])[C:8]([OH:10])=[O:9])[C:5]([OH:19])=[O:4]. The catalyst class is: 5.